From a dataset of Reaction yield outcomes from USPTO patents with 853,638 reactions. Predict the reaction yield, written as a fraction of the theoretical maximum amount of product (1.0 means a 100% yield; for example, 0.34 means a 34% yield). (1) The reactants are [NH:1]1[CH2:9][CH2:8][CH2:7][CH:3]([C:4]([NH2:6])=[O:5])[CH2:2]1.[C:10](OC([O-])=O)([O:12][C:13]([CH3:16])([CH3:15])[CH3:14])=[O:11]. No catalyst specified. The product is [C:13]([O:12][C:10]([N:1]1[CH2:9][CH2:8][CH2:7][C@@H:3]([C:4]([NH2:6])=[O:5])[CH2:2]1)=[O:11])([CH3:16])([CH3:15])[CH3:14]. The yield is 0.390. (2) The reactants are [Cl:1][C:2]1[CH:3]=[C:4]([C@H:9]2[C@H:14]([N:15]([CH3:24])[C:16]([C:18]3[CH:23]=[CH:22][CH:21]=[CH:20][CH:19]=3)=[O:17])[CH2:13][CH2:12][N:11](C(OC(C)(C)C)=O)[CH2:10]2)[CH:5]=[CH:6][C:7]=1[Cl:8].Cl.C(OCC)(=O)C. The catalyst is C(OCC)(=O)C. The product is [Cl:1][C:2]1[CH:3]=[C:4]([C@H:9]2[C@H:14]([N:15]([CH3:24])[C:16](=[O:17])[C:18]3[CH:23]=[CH:22][CH:21]=[CH:20][CH:19]=3)[CH2:13][CH2:12][NH:11][CH2:10]2)[CH:5]=[CH:6][C:7]=1[Cl:8]. The yield is 0.750. (3) The reactants are [Cl-].O[NH3+:3].[C:4](=[O:7])([O-])[OH:5].[Na+].CS(C)=O.[CH2:13]([C:17]1[N:18]=[C:19]([CH3:45])[N:20]([C:39]2[CH:44]=[CH:43][CH:42]=[CH:41][CH:40]=2)[C:21](=[O:38])[C:22]=1[CH2:23][C:24]1[CH:29]=[CH:28][C:27]([C:30]2[C:31]([C:36]#[N:37])=[CH:32][CH:33]=[CH:34][CH:35]=2)=[CH:26][CH:25]=1)[CH2:14][CH2:15][CH3:16]. The catalyst is O.C(OCC)(=O)C. The product is [CH2:13]([C:17]1[N:18]=[C:19]([CH3:45])[N:20]([C:39]2[CH:44]=[CH:43][CH:42]=[CH:41][CH:40]=2)[C:21](=[O:38])[C:22]=1[CH2:23][C:24]1[CH:29]=[CH:28][C:27]([C:30]2[CH:35]=[CH:34][CH:33]=[CH:32][C:31]=2[C:36]2[NH:3][C:4](=[O:7])[O:5][N:37]=2)=[CH:26][CH:25]=1)[CH2:14][CH2:15][CH3:16]. The yield is 0.410. (4) The reactants are [NH2:1][C:2]1[S:3][C:4]2[CH2:15][CH2:14][CH2:13][CH2:12][C:5]=2[C:6]=1[C:7](OCC)=[O:8].ClC1C=CC=C2C=1C1C(=O)NC(NC(=O)C(C)(C)C)=[N:26][C:20]=1[NH:21]2.O.[OH-].[NH4+]. The catalyst is CS(C)(=O)=O. The product is [NH2:21][C:20]1[NH:26][C:7](=[O:8])[C:6]2[C:5]3[CH2:12][CH2:13][CH2:14][CH2:15][C:4]=3[S:3][C:2]=2[N:1]=1. The yield is 0.600. (5) The reactants are Cl.[C:2]([OH:10])(=O)[C:3]1[CH:8]=[CH:7][N:6]=[CH:5][CH:4]=1.C(Cl)CCl.C1C=CC2N(O)N=NC=2C=1.CCN(CC)CC.[NH2:32][C:33]1[S:34][CH:35]=[C:36]([C:38]2[C:43]([CH3:44])=[CH:42][C:41]([OH:45])=[CH:40][C:39]=2[CH3:46])[N:37]=1. The product is [OH:45][C:41]1[CH:40]=[C:39]([CH3:46])[C:38]([C:36]2[N:37]=[C:33]([NH:32][C:2](=[O:10])[C:3]3[CH:4]=[CH:5][N:6]=[CH:7][CH:8]=3)[S:34][CH:35]=2)=[C:43]([CH3:44])[CH:42]=1. The catalyst is CN(C=O)C. The yield is 0.640.